This data is from CYP3A4 inhibition data for predicting drug metabolism from PubChem BioAssay. The task is: Regression/Classification. Given a drug SMILES string, predict its absorption, distribution, metabolism, or excretion properties. Task type varies by dataset: regression for continuous measurements (e.g., permeability, clearance, half-life) or binary classification for categorical outcomes (e.g., BBB penetration, CYP inhibition). Dataset: cyp3a4_veith. (1) The molecule is NC(=O)C[C@@H](N)c1nn[nH]n1. The result is 0 (non-inhibitor). (2) The molecule is O=C(NC(=S)Nc1nc(-c2ccc(Br)cc2)cs1)c1cccnc1. The result is 0 (non-inhibitor). (3) The drug is Cc1ccccc1-c1ccc2ncnc(NC3CC3)c2c1. The result is 1 (inhibitor). (4) The molecule is CC(=O)Nc1ccc(C2=NN(CC#N)C(=O)SC2)cc1. The result is 0 (non-inhibitor). (5) The compound is C[N+](C)(C)c1cc2c(nn1)Nc1ccccc1S2. The result is 0 (non-inhibitor). (6) The molecule is N#CCCn1c(=O)c(-c2ccc(F)cc2)nc2cnc(N3CCOCC3)nc21. The result is 0 (non-inhibitor). (7) The drug is CC1CCC(=NNC(=O)Cc2ccccc2)CC1. The result is 0 (non-inhibitor). (8) The molecule is CCN1CCN(C(=O)N[C@H](C(=O)N[C@@H]2C(=O)N3[C@@H](C(=O)[O-])C(C)(C)S[C@H]23)c2ccccc2)C(=O)C1=O.[Na+]. The result is 0 (non-inhibitor).